Dataset: Forward reaction prediction with 1.9M reactions from USPTO patents (1976-2016). Task: Predict the product of the given reaction. (1) Given the reactants [Br:1][C:2]1[C:3]([C:9]([CH3:12])([CH3:11])[CH3:10])=[N:4][N:5]([CH3:8])[C:6]=1[NH2:7].[C:13](O[C:13]([O:15][C:16]([CH3:19])([CH3:18])[CH3:17])=[O:14])([O:15][C:16]([CH3:19])([CH3:18])[CH3:17])=[O:14].C(=O)([O-])[O-].[K+].[K+], predict the reaction product. The product is: [Br:1][C:2]1[C:3]([C:9]([CH3:12])([CH3:11])[CH3:10])=[N:4][N:5]([CH3:8])[C:6]=1[NH:7][C:13](=[O:14])[O:15][C:16]([CH3:19])([CH3:18])[CH3:17]. (2) Given the reactants [C:1]12([C:8]3[NH:12][C:11]4[CH:13]=[CH:14][CH:15]=[C:16]([C:17]([NH2:19])=[O:18])[C:10]=4[N:9]=3)[NH:7][CH:4]([CH2:5][CH2:6]1)[CH2:3][CH2:2]2.C=O.[C:22]([BH3-])#N.[Na+], predict the reaction product. The product is: [CH3:22][N:7]1[CH:4]2[CH2:5][CH2:6][C:1]1([C:8]1[NH:12][C:11]3[CH:13]=[CH:14][CH:15]=[C:16]([C:17]([NH2:19])=[O:18])[C:10]=3[N:9]=1)[CH2:2][CH2:3]2. (3) Given the reactants Cl.Cl.[C:3]1([C:40]2[CH:45]=[CH:44][CH:43]=[CH:42][CH:41]=2)[CH:8]=[CH:7][CH:6]=[CH:5][C:4]=1[NH:9][C:10]([O:12][CH:13]1[CH2:18][CH2:17][N:16]([CH2:19][CH2:20][N:21]([CH3:39])[C:22](=[O:38])[CH2:23][CH2:24][CH2:25][CH2:26][CH2:27][NH:28][C:29]2[CH:37]=[CH:36][C:32]([C:33](O)=[O:34])=[CH:31][CH:30]=2)[CH2:15][CH2:14]1)=[O:11].[N:46]1([C:53]([O:55][C:56]([CH3:59])([CH3:58])[CH3:57])=[O:54])[CH2:52][CH2:51][CH2:50][NH:49][CH2:48][CH2:47]1, predict the reaction product. The product is: [C:3]1([C:40]2[CH:45]=[CH:44][CH:43]=[CH:42][CH:41]=2)[CH:8]=[CH:7][CH:6]=[CH:5][C:4]=1[NH:9][C:10]([O:12][CH:13]1[CH2:14][CH2:15][N:16]([CH2:19][CH2:20][N:21]([CH3:39])[C:22](=[O:38])[CH2:23][CH2:24][CH2:25][CH2:26][CH2:27][NH:28][C:29]2[CH:37]=[CH:36][C:32]([C:33]([N:49]3[CH2:50][CH2:51][CH2:52][N:46]([C:53]([O:55][C:56]([CH3:59])([CH3:58])[CH3:57])=[O:54])[CH2:47][CH2:48]3)=[O:34])=[CH:31][CH:30]=2)[CH2:17][CH2:18]1)=[O:11].